This data is from Full USPTO retrosynthesis dataset with 1.9M reactions from patents (1976-2016). The task is: Predict the reactants needed to synthesize the given product. Given the product [CH3:1][O:2][C:3]1[CH:8]=[CH:7][C:6]([N:9]([CH2:30][C:23]2[CH:22]=[CH:21][C:19]([CH3:20])=[CH:25][CH:24]=2)[CH2:22][C:23]2[CH:30]=[CH:29][C:26]([CH3:27])=[CH:25][CH:24]=2)=[CH:5][C:4]=1[N+:10]([O-:12])=[O:11], predict the reactants needed to synthesize it. The reactants are: [CH3:1][O:2][C:3]1[CH:8]=[CH:7][C:6]([NH2:9])=[CH:5][C:4]=1[N+:10]([O-:12])=[O:11].C(N([CH:19]([CH3:21])[CH3:20])C(C)C)C.[CH3:22][C:23]1[CH:30]=[CH:29][C:26]([CH2:27]Br)=[CH:25][CH:24]=1.